This data is from Reaction yield outcomes from USPTO patents with 853,638 reactions. The task is: Predict the reaction yield, written as a fraction of the theoretical maximum amount of product (1.0 means a 100% yield; for example, 0.34 means a 34% yield). (1) The yield is 0.610. The reactants are O[C:2]1([CH2:18][CH2:19][NH:20][C:21](=[O:23])[CH3:22])[C:13]2[C:12]3[O:11][C:10]([CH3:14])=[N:9][C:8]=3[CH:7]=[CH:6][C:5]=2[CH2:4][CH:3]1[CH:15]([CH3:17])[CH3:16].O.C1(C)C=CC(S(O)(=O)=O)=CC=1.S([O-])([O-])(=O)=O.[Mg+2]. The product is [CH:15]([C:3]1[CH2:4][C:5]2[CH:6]=[CH:7][C:8]3[N:9]=[C:10]([CH3:14])[O:11][C:12]=3[C:13]=2[C:2]=1[CH2:18][CH2:19][NH:20][C:21](=[O:23])[CH3:22])([CH3:17])[CH3:16]. The catalyst is C1(C)C=CC=CC=1.C(OCC)(=O)C. (2) The reactants are [CH3:1][O:2][C:3](=[O:48])[CH:4]([NH:28]C(C1C=CC=CC=1)(C1C=CC=CC=1)C1C=CC=CC=1)[CH2:5][O:6][C:7]1[CH:12]=[CH:11][C:10]([CH2:13][CH2:14][CH2:15][CH2:16][NH:17][C:18]([O:20][CH2:21][C:22]2[CH:27]=[CH:26][CH:25]=[CH:24][CH:23]=2)=[O:19])=[CH:9][CH:8]=1.FC(F)(F)C(O)=O.C(N(CC)CC)C.[C:71](O[C:71]([O:73][C:74]([CH3:77])([CH3:76])[CH3:75])=[O:72])([O:73][C:74]([CH3:77])([CH3:76])[CH3:75])=[O:72]. The catalyst is ClCCl.O. The product is [CH3:1][O:2][C:3](=[O:48])[CH:4]([NH:28][C:71]([O:73][C:74]([CH3:75])([CH3:76])[CH3:77])=[O:72])[CH2:5][O:6][C:7]1[CH:8]=[CH:9][C:10]([CH2:13][CH2:14][CH2:15][CH2:16][NH:17][C:18]([O:20][CH2:21][C:22]2[CH:23]=[CH:24][CH:25]=[CH:26][CH:27]=2)=[O:19])=[CH:11][CH:12]=1. The yield is 0.520. (3) The reactants are Cl.[N:2]1[CH:7]=[CH:6][C:5]([CH2:8][NH:9][NH2:10])=[CH:4][CH:3]=1.[C:11](O)(=[O:18])/[C:12](=[C:14](\[CH:16]=O)/[Br:15])/[Br:13].Cl. The catalyst is C(O)C. The product is [Br:13][C:12]1[C:11](=[O:18])[N:9]([CH2:8][C:5]2[CH:6]=[CH:7][N:2]=[CH:3][CH:4]=2)[N:10]=[CH:16][C:14]=1[Br:15]. The yield is 0.590. (4) The reactants are [OH-].[K+].Cl.[N:4]12[CH2:11][CH2:10][CH:7]([CH2:8][CH2:9]1)[C:6](=[O:12])[CH2:5]2.[N:13]1[CH:18]=[CH:17][CH:16]=[C:15]([CH:19]=O)[CH:14]=1.O. The catalyst is CO. The product is [N:13]1[CH:18]=[CH:17][CH:16]=[C:15]([CH:19]=[C:5]2[C:6](=[O:12])[CH:7]3[CH2:10][CH2:11][N:4]2[CH2:9][CH2:8]3)[CH:14]=1. The yield is 0.820. (5) The reactants are C[O:2][C:3](=[O:24])[C:4]1[CH:9]=[CH:8][C:7]([O:10][CH2:11][C:12]2[C:13]([C:18]3[CH:23]=[CH:22][CH:21]=[CH:20][N:19]=3)=[N:14][O:15][C:16]=2[CH3:17])=[N:6][CH:5]=1.O.[OH-].[Li+].Cl. The catalyst is C1COCC1.CO.O. The product is [CH3:17][C:16]1[O:15][N:14]=[C:13]([C:18]2[CH:23]=[CH:22][CH:21]=[CH:20][N:19]=2)[C:12]=1[CH2:11][O:10][C:7]1[CH:8]=[CH:9][C:4]([C:3]([OH:24])=[O:2])=[CH:5][N:6]=1. The yield is 0.900.